This data is from Catalyst prediction with 721,799 reactions and 888 catalyst types from USPTO. The task is: Predict which catalyst facilitates the given reaction. (1) Reactant: C([O-])=O.[NH4+].[C:5]([O:8][CH:9]1[CH2:14][CH2:13][N:12]([C:15]2[CH:20]=[CH:19][C:18]([N+:21]([O-])=O)=[C:17]([O:24][CH:25]([CH3:27])[CH3:26])[CH:16]=2)[CH2:11][CH2:10]1)(=[O:7])[CH3:6]. Product: [C:5]([O:8][CH:9]1[CH2:10][CH2:11][N:12]([C:15]2[CH:20]=[CH:19][C:18]([NH2:21])=[C:17]([O:24][CH:25]([CH3:27])[CH3:26])[CH:16]=2)[CH2:13][CH2:14]1)(=[O:7])[CH3:6]. The catalyst class is: 19. (2) Reactant: [CH3:1][C:2]([O:5][C:6]([NH:8][C:9]1([C:15]([OH:17])=[O:16])[CH2:14][CH2:13][O:12][CH2:11][CH2:10]1)=[O:7])([CH3:4])[CH3:3].[CH3:18][Si](C=[N+]=[N-])(C)C. Product: [CH3:4][C:2]([O:5][C:6]([NH:8][C:9]1([C:15]([O:17][CH3:18])=[O:16])[CH2:10][CH2:11][O:12][CH2:13][CH2:14]1)=[O:7])([CH3:1])[CH3:3]. The catalyst class is: 5. (3) Reactant: CC1C=CC(S(O[CH2:12][CH:13]2[O:17][CH:16]([CH2:18]OS(C3C=CC(C)=CC=3)(=O)=O)[CH2:15][CH2:14]2)(=O)=O)=CC=1.[CH2:30]([NH2:37])[C:31]1[CH:36]=[CH:35][CH:34]=[CH:33][CH:32]=1. Product: [CH2:30]([N:37]1[CH2:12][CH:13]2[O:17][CH:16]([CH2:15][CH2:14]2)[CH2:18]1)[C:31]1[CH:36]=[CH:35][CH:34]=[CH:33][CH:32]=1. The catalyst class is: 11. (4) Reactant: [NH:1]1[CH2:6][CH2:5][CH:4]([NH:7][C:8](=[O:14])[O:9][C:10]([CH3:13])([CH3:12])[CH3:11])[CH2:3][CH2:2]1.[F:15][CH2:16][CH2:17]I.C(=O)([O-])[O-].[K+].[K+]. Product: [C:10]([O:9][C:8](=[O:14])[NH:7][CH:4]1[CH2:3][CH2:2][N:1]([CH2:17][CH2:16][F:15])[CH2:6][CH2:5]1)([CH3:11])([CH3:13])[CH3:12]. The catalyst class is: 10. (5) Reactant: [C:1]([O:5][C:6]([NH:8][C:9]1[C:14]([O:15][CH3:16])=[CH:13][C:12]([CH2:17][CH:18](OC(=O)C(F)(F)F)[C:19]2[C:20]([O:26][CH3:27])=[N:21][CH:22]=[CH:23][C:24]=2[I:25])=[C:11]([N+:35]([O-:37])=[O:36])[CH:10]=1)=[O:7])([CH3:4])([CH3:3])[CH3:2].O. Product: [C:1]([O:5][C:6](=[O:7])[NH:8][C:9]1[CH:10]=[C:11]([N+:35]([O-:37])=[O:36])[C:12](/[CH:17]=[CH:18]/[C:19]2[C:20]([O:26][CH3:27])=[N:21][CH:22]=[CH:23][C:24]=2[I:25])=[CH:13][C:14]=1[O:15][CH3:16])([CH3:3])([CH3:4])[CH3:2]. The catalyst class is: 1. (6) Product: [OH:35][CH:32]([CH2:31][OH:36])[CH2:33][N:26]1[CH2:25][CH2:24][C:23]2[CH:29]=[CH:30][C:20]([C:17]3[N:16]=[C:15]([C:12]4[CH:13]=[CH:14][C:7]([O:6][CH:3]([CH2:2][F:1])[CH2:4][F:5])=[C:8]([CH:11]=4)[C:9]#[N:10])[O:19][N:18]=3)=[CH:21][C:22]=2[CH2:28][CH2:27]1. The catalyst class is: 76. Reactant: [F:1][CH2:2][CH:3]([O:6][C:7]1[CH:14]=[CH:13][C:12]([C:15]2[O:19][N:18]=[C:17]([C:20]3[CH:30]=[CH:29][C:23]4[CH2:24][CH2:25][NH:26][CH2:27][CH2:28][C:22]=4[CH:21]=3)[N:16]=2)=[CH:11][C:8]=1[C:9]#[N:10])[CH2:4][F:5].[CH2:31]([OH:36])[CH:32]([OH:35])[CH:33]=O.C(O)(=O)C.C(O[BH-](OC(=O)C)OC(=O)C)(=O)C.[Na+]. (7) Reactant: [C:9](O[C:9]([O:11][C:12]([CH3:15])([CH3:14])[CH3:13])=[O:10])([O:11][C:12]([CH3:15])([CH3:14])[CH3:13])=[O:10].[CH2:16]([N:23]1[C:27]2([CH2:31][CH2:30][NH:29][CH2:28]2)[CH2:26][CH2:25][CH2:24]1)[C:17]1[CH:22]=[CH:21][CH:20]=[CH:19][CH:18]=1.C(N(CC)CC)C.C(=O)(O)[O-].[Na+]. Product: [CH2:16]([N:23]1[CH2:24][CH2:25][CH2:26][C:27]21[CH2:28][N:29]([C:9]([O:11][C:12]([CH3:13])([CH3:14])[CH3:15])=[O:10])[CH2:30][CH2:31]2)[C:17]1[CH:18]=[CH:19][CH:20]=[CH:21][CH:22]=1. The catalyst class is: 4. (8) Reactant: [CH3:1][C:2]1[NH:3][N:4]([C:8]2[CH:13]=[CH:12][CH:11]=[CH:10][CH:9]=2)[C:5](=[O:7])[CH:6]=1.[OH-].[Ca+2].[OH-].[C:17](CC(Cl)=O)([CH3:20])([CH3:19])[CH3:18]. Product: [C:17]([C:6]1[C:5](=[O:7])[N:4]([C:8]2[CH:13]=[CH:12][CH:11]=[CH:10][CH:9]=2)[NH:3][C:2]=1[CH3:1])([CH3:20])([CH3:19])[CH3:18]. The catalyst class is: 33. (9) Reactant: [NH:1]1[C:5]2=[N:6][CH:7]=[C:8]([C:10]3[CH:11]=[CH:12][C:13]([NH:16][C:17](=[O:23])[O:18][C:19]([CH3:22])([CH3:21])[CH3:20])=[N:14][CH:15]=3)[CH:9]=[C:4]2[CH:3]=[CH:2]1.[Br:24]N1C(=O)CCC1=O. Product: [Br:24][C:3]1[C:4]2[C:5](=[N:6][CH:7]=[C:8]([C:10]3[CH:11]=[CH:12][C:13]([NH:16][C:17](=[O:23])[O:18][C:19]([CH3:20])([CH3:22])[CH3:21])=[N:14][CH:15]=3)[CH:9]=2)[NH:1][CH:2]=1. The catalyst class is: 118. (10) Reactant: [CH:1]([N:4]1[CH2:9][CH2:8][N:7]([C:10]2[N:15]=[N:14][C:13]([C:16]3[CH:21]=[CH:20][C:19]([OH:22])=[CH:18][CH:17]=3)=[CH:12][CH:11]=2)[CH2:6][CH2:5]1)([CH3:3])[CH3:2].[H-].[Na+].[Cl:25][CH2:26][C:27]([N:29]([CH3:31])[CH3:30])=[O:28]. Product: [ClH:25].[ClH:25].[CH:1]([N:4]1[CH2:5][CH2:6][N:7]([C:10]2[N:15]=[N:14][C:13]([C:16]3[CH:17]=[CH:18][C:19]([O:22][CH2:26][C:27]([N:29]([CH3:31])[CH3:30])=[O:28])=[CH:20][CH:21]=3)=[CH:12][CH:11]=2)[CH2:8][CH2:9]1)([CH3:3])[CH3:2]. The catalyst class is: 3.